From a dataset of Forward reaction prediction with 1.9M reactions from USPTO patents (1976-2016). Predict the product of the given reaction. (1) Given the reactants [Cl:1][C:2]1[N:7]=[CH:6][C:5]([S:8](Cl)(=[O:10])=[O:9])=[CH:4][CH:3]=1.[NH3:12], predict the reaction product. The product is: [Cl:1][C:2]1[N:7]=[CH:6][C:5]([S:8]([NH2:12])(=[O:10])=[O:9])=[CH:4][CH:3]=1. (2) Given the reactants C(OC(=O)[NH:10][CH:11]1[CH2:16][CH2:15][CH:14]([CH2:17][S:18]([CH3:21])(=[O:20])=[O:19])[CH2:13][CH2:12]1)C1C=CC=CC=1, predict the reaction product. The product is: [CH3:21][S:18]([CH2:17][CH:14]1[CH2:15][CH2:16][CH:11]([NH2:10])[CH2:12][CH2:13]1)(=[O:19])=[O:20]. (3) Given the reactants [CH:1](=[O:13])[C:2]1[CH:12]=[C:9]([O:10][CH3:11])[C:7]([OH:8])=[C:4]([O:5][CH3:6])[CH:3]=1.CCN(C(C)C)C(C)C.Br[CH2:24][C:25]([O:27][CH3:28])=[O:26].O, predict the reaction product. The product is: [CH:1]([C:2]1[CH:12]=[C:9]([O:10][CH3:11])[C:7]([O:8][CH2:24][C:25]([O:27][CH3:28])=[O:26])=[C:4]([O:5][CH3:6])[CH:3]=1)=[O:13]. (4) Given the reactants [Cl:1][C:2]1[CH:3]=[C:4]([C:9]([C:11]2[CH:16]=[N:15][C:14]([CH2:17][OH:18])=[C:13]3[O:19][C:20]([CH3:24])([CH3:23])[O:21][CH2:22][C:12]=23)=[O:10])[CH:5]=[CH:6][C:7]=1[F:8], predict the reaction product. The product is: [Cl:1][C:2]1[CH:3]=[C:4]([CH:5]=[CH:6][C:7]=1[F:8])[C:9]([C:11]1[CH:16]=[N:15][C:14]([CH:17]=[O:18])=[C:13]2[O:19][C:20]([CH3:24])([CH3:23])[O:21][CH2:22][C:12]=12)=[O:10]. (5) Given the reactants [Si:1]([O:8][C:9]1[CH:18]=[C:17]([CH2:19][CH2:20][CH2:21][CH2:22][CH3:23])[CH:16]=[C:15]2[C:10]=1[C:11]1[CH2:28][CH2:27][CH2:26][CH2:25][C:12]=1[C:13](=[O:24])[O:14]2)([C:4]([CH3:7])([CH3:6])[CH3:5])([CH3:3])[CH3:2], predict the reaction product. The product is: [Si:1]([O:8][C:9]1[CH:18]=[C:17]([CH2:19][CH2:20][CH2:21][CH2:22][CH3:23])[CH:16]=[C:15]2[C:10]=1[C@H:11]1[CH2:28][CH2:27][CH2:26][CH2:25][C@H:12]1[C:13](=[O:24])[O:14]2)([C:4]([CH3:5])([CH3:6])[CH3:7])([CH3:3])[CH3:2].